This data is from Reaction yield outcomes from USPTO patents with 853,638 reactions. The task is: Predict the reaction yield, written as a fraction of the theoretical maximum amount of product (1.0 means a 100% yield; for example, 0.34 means a 34% yield). (1) The reactants are CSC.ClCl.[NH2:6][C:7]1[N:15]=[C:14]2[N:9]([C:10]([O:18][CH3:19])=[N:11][CH:12]=[C:13]2[O:16][CH3:17])[N:8]=1.N1C=CC=C(C)C=1.[F:27][CH:28]([F:45])[CH2:29][O:30][C:31]1[CH:36]=[CH:35][CH:34]=[C:33]([C:37]([F:40])([F:39])[F:38])[C:32]=1[S:41](Cl)(=[O:43])=[O:42].S(Cl)(Cl)(=O)=O. The catalyst is C(#N)C.O. The product is [F:45][CH:28]([F:27])[CH2:29][O:30][C:31]1[CH:36]=[CH:35][CH:34]=[C:33]([C:37]([F:38])([F:39])[F:40])[C:32]=1[S:41]([NH:6][C:7]1[N:15]=[C:14]2[N:9]([C:10]([O:18][CH3:19])=[N:11][CH:12]=[C:13]2[O:16][CH3:17])[N:8]=1)(=[O:42])=[O:43]. The yield is 0.860. (2) The reactants are [Br:1][C:2]1[C:3]([CH:16]=O)=[CH:4][C:5]([O:14][CH3:15])=[C:6]([CH:8]([CH3:13])[C:9]([O:11][CH3:12])=[O:10])[CH:7]=1.[O:18]=[C:19]1[CH2:23][CH2:22][S:21][CH2:20]1. No catalyst specified. The product is [Br:1][C:2]1[C:3]([CH:16]=[C:20]2[C:19](=[O:18])[CH2:23][CH2:22][S:21]2)=[CH:4][C:5]([O:14][CH3:15])=[C:6]([CH:8]([CH3:13])[C:9]([O:11][CH3:12])=[O:10])[CH:7]=1. The yield is 0.350. (3) The reactants are [Cl:1][C:2]1[CH:7]=[CH:6][C:5]([C:8]2([C:13]3[CH:14]=[C:15]4[C:20](=[CH:21][CH:22]=3)[N:19]([CH3:23])[C:18](=[O:24])[CH:17]=[C:16]4[CH2:25][CH2:26][C:27]3[S:28][C:29]([Cl:32])=[CH:30][CH:31]=3)OCC[O:9]2)=[CH:4][CH:3]=1.O.[NH4+].[OH-]. The catalyst is Cl.C1COCC1. The product is [Cl:1][C:2]1[CH:3]=[CH:4][C:5]([C:8]([C:13]2[CH:14]=[C:15]3[C:20](=[CH:21][CH:22]=2)[N:19]([CH3:23])[C:18](=[O:24])[CH:17]=[C:16]3[CH2:25][CH2:26][C:27]2[S:28][C:29]([Cl:32])=[CH:30][CH:31]=2)=[O:9])=[CH:6][CH:7]=1. The yield is 0.350. (4) The reactants are Cl.[NH2:2][C@@H:3]([CH2:24][CH:25]1[CH2:30][CH2:29][CH2:28][CH2:27][CH2:26]1)[C:4]([NH:6][C@H:7]1[CH2:13][CH2:12][CH2:11][N:10]([S:14]([C:17]2[CH:22]=[CH:21][CH:20]=[CH:19][N:18]=2)(=[O:16])=[O:15])[CH2:9][C@@H:8]1[OH:23])=[O:5].[CH3:31][C:32]1[S:33][CH:34]=[C:35]([C:37](O)=[O:38])[N:36]=1.CC(OI1(OC(C)=O)(OC(C)=O)OC(=O)C2C=CC=CC1=2)=O. No catalyst specified. The product is [CH:25]1([CH2:24][C@H:3]([NH:2][C:37]([C:35]2[N:36]=[C:32]([CH3:31])[S:33][CH:34]=2)=[O:38])[C:4](=[O:5])[NH:6][C@H:7]2[CH2:13][CH2:12][CH2:11][N:10]([S:14]([C:17]3[CH:22]=[CH:21][CH:20]=[CH:19][N:18]=3)(=[O:15])=[O:16])[CH2:9][C:8]2=[O:23])[CH2:30][CH2:29][CH2:28][CH2:27][CH2:26]1. The yield is 0.280. (5) No catalyst specified. The product is [CH2:28]([O:35][C:36]1[CH:51]=[C:50]([O:57][CH3:58])[CH:49]=[CH:48][C:47]=1[CH2:56][CH:55]([OH:83])[CH2:65][OH:68])[C:29]1[CH:30]=[CH:31][CH:32]=[CH:33][CH:34]=1. The yield is 0.950. The reactants are CC[C@H]1[C@H]2C[C@H]([C@H](OC3[C:34]4[C:29](=[CH:30][CH:31]=[CH:32][CH:33]=4)[C:28]([O:35][C@H:36]([C:47]4[CH:56]=[CH:55]N=C5[C:48]=4[CH:49]=[C:50]([O:57][CH3:58])[CH:51]=C5)[C@@H]4N5C[C@H](CC)[C@@H](CC5)C4)=NN=3)C3C=CN=C4C=3C=C(OC)C=C4)N(CC2)C1.C(C1C=C[C:65]([O:68]C)=CC=1OCC1C=CC=CC=1)C=C.O.C([OH:83])(C)(C)C. (6) The reactants are [CH3:1][C:2]1[N:7]=[CH:6][C:5]([C:8]2[CH:9]=[CH:10][C:11]3[N:17]4[CH2:18][C@H:14]([CH2:15][CH2:16]4)[NH:13][C:12]=3[N:19]=2)=[CH:4][CH:3]=1.ClC(Cl)(O[C:24](=[O:30])OC(Cl)(Cl)Cl)Cl.C(N(CC)CC)C.[CH3:39][C:40]1[N:45]=[C:44]([NH2:46])[CH:43]=[N:42][CH:41]=1. The catalyst is O1CCCC1.O. The yield is 0.164. The product is [CH3:39][C:40]1[N:45]=[C:44]([NH:46][C:24]([N:13]2[C@@H:14]3[CH2:18][N:17]([CH2:16][CH2:15]3)[C:11]3[CH:10]=[CH:9][C:8]([C:5]4[CH:6]=[N:7][C:2]([CH3:1])=[CH:3][CH:4]=4)=[N:19][C:12]2=3)=[O:30])[CH:43]=[N:42][CH:41]=1.